This data is from NCI-60 drug combinations with 297,098 pairs across 59 cell lines. The task is: Regression. Given two drug SMILES strings and cell line genomic features, predict the synergy score measuring deviation from expected non-interaction effect. (1) Drug 1: CN1CCC(CC1)COC2=C(C=C3C(=C2)N=CN=C3NC4=C(C=C(C=C4)Br)F)OC. Drug 2: CS(=O)(=O)OCCCCOS(=O)(=O)C. Cell line: RXF 393. Synergy scores: CSS=8.92, Synergy_ZIP=-2.78, Synergy_Bliss=-0.0779, Synergy_Loewe=0.909, Synergy_HSA=1.37. (2) Drug 1: CNC(=O)C1=CC=CC=C1SC2=CC3=C(C=C2)C(=NN3)C=CC4=CC=CC=N4. Drug 2: COC1=CC(=CC(=C1O)OC)C2C3C(COC3=O)C(C4=CC5=C(C=C24)OCO5)OC6C(C(C7C(O6)COC(O7)C8=CC=CS8)O)O. Cell line: SF-268. Synergy scores: CSS=16.9, Synergy_ZIP=-7.74, Synergy_Bliss=-6.65, Synergy_Loewe=-16.4, Synergy_HSA=-7.09. (3) Drug 1: CC12CCC(CC1=CCC3C2CCC4(C3CC=C4C5=CN=CC=C5)C)O. Drug 2: C1=NC2=C(N1)C(=S)N=C(N2)N. Cell line: OVCAR-5. Synergy scores: CSS=43.2, Synergy_ZIP=-0.0337, Synergy_Bliss=0.878, Synergy_Loewe=-9.11, Synergy_HSA=2.32. (4) Drug 1: CC1=CC2C(CCC3(C2CCC3(C(=O)C)OC(=O)C)C)C4(C1=CC(=O)CC4)C. Drug 2: CN(CCCl)CCCl.Cl. Cell line: OVCAR-4. Synergy scores: CSS=0.863, Synergy_ZIP=-0.196, Synergy_Bliss=0.658, Synergy_Loewe=-3.60, Synergy_HSA=-1.66. (5) Drug 1: CC1=C2C(C(=O)C3(C(CC4C(C3C(C(C2(C)C)(CC1OC(=O)C(C(C5=CC=CC=C5)NC(=O)OC(C)(C)C)O)O)OC(=O)C6=CC=CC=C6)(CO4)OC(=O)C)OC)C)OC. Drug 2: CCC1=C2CN3C(=CC4=C(C3=O)COC(=O)C4(CC)O)C2=NC5=C1C=C(C=C5)O. Cell line: MDA-MB-231. Synergy scores: CSS=47.4, Synergy_ZIP=-1.89, Synergy_Bliss=-3.12, Synergy_Loewe=0.838, Synergy_HSA=3.96. (6) Drug 1: C1=C(C(=O)NC(=O)N1)F. Drug 2: CC1=CC=C(C=C1)C2=CC(=NN2C3=CC=C(C=C3)S(=O)(=O)N)C(F)(F)F. Cell line: SK-MEL-2. Synergy scores: CSS=27.6, Synergy_ZIP=-4.79, Synergy_Bliss=-7.07, Synergy_Loewe=-9.18, Synergy_HSA=-4.92.